Dataset: Catalyst prediction with 721,799 reactions and 888 catalyst types from USPTO. Task: Predict which catalyst facilitates the given reaction. (1) The catalyst class is: 5. Reactant: [NH2:1][C:2]1[N:7]=[CH:6][C:5]([C:8]([O:10][CH3:11])=[O:9])=[CH:4][CH:3]=1.O.O=[CH:14]C(O)=O.Cl(O)(=O)(=O)=O.[N+:23]([C:25]([CH3:28])([CH3:27])[CH3:26])#[C-:24]. Product: [CH3:11][O:10][C:8]([C:5]1[CH:4]=[CH:3][C:2]2[N:7]([C:24]([NH:23][C:25]([CH3:28])([CH3:27])[CH3:26])=[CH:14][N:1]=2)[CH:6]=1)=[O:9]. (2) Reactant: [CH2:1]([O:8][NH:9][C:10]1[N:20]=[CH:19][CH:18]=[CH:17][C:11]=1[C:12]([O:14][CH2:15][CH3:16])=[O:13])[C:2]1[CH:7]=[CH:6][CH:5]=[CH:4][CH:3]=1.C(N(CC)CC)C.Cl[CH:29]([C:35]([O-])=[O:36])[C:30]([O:32][CH2:33][CH3:34])=[O:31]. Product: [CH2:1]([O:8][N:9]([C:35](=[O:36])[CH2:29][C:30]([O:32][CH2:33][CH3:34])=[O:31])[C:10]1[N:20]=[CH:19][CH:18]=[CH:17][C:11]=1[C:12]([O:14][CH2:15][CH3:16])=[O:13])[C:2]1[CH:3]=[CH:4][CH:5]=[CH:6][CH:7]=1. The catalyst class is: 4. (3) Reactant: O1C2C=CC=CC=2N=C1.NC1C=CC=CC=1.C(C1[O:22][C:23]2[C:29]([S:30]([N:33]3[CH2:39][CH2:38][CH2:37][N:36]([CH3:40])[CH2:35][CH2:34]3)(=[O:32])=[O:31])=[C:28]([Cl:41])[CH:27]=[CH:26][C:24]=2[N:25]=1)(C)(C)C.OS(O)(=O)=O. Product: [NH2:25][C:24]1[C:23]([OH:22])=[C:29]([S:30]([N:33]2[CH2:39][CH2:38][CH2:37][N:36]([CH3:40])[CH2:35][CH2:34]2)(=[O:32])=[O:31])[C:28]([Cl:41])=[CH:27][CH:26]=1. The catalyst class is: 38. (4) The catalyst class is: 5. Product: [C:1]([C:3]1[CH:4]=[C:5]([C:9]2[CH:10]=[C:11]([CH:16]=[C:17]([CH:19]([O:22][CH3:21])[O:20][CH3:27])[CH:18]=2)[C:12]([O:14][CH3:15])=[O:13])[CH:6]=[CH:7][CH:8]=1)#[N:2]. Reactant: [C:1]([C:3]1[CH:4]=[C:5]([C:9]2[CH:10]=[C:11]([CH:16]=[C:17]([CH:19]=[O:20])[CH:18]=2)[C:12]([O:14][CH3:15])=[O:13])[CH:6]=[CH:7][CH:8]=1)#[N:2].[CH:21]([O-])([O-])[O:22]C.O.[C:27]1(C)C=CC(S(O)(=O)=O)=CC=1.C(N(CC)CC)C. (5) Reactant: [NH2:1][C:2]1[N:3]=[C:4]([Cl:42])[C:5]2[C:10]([CH3:11])=[CH:9][N:8]([C@@H:12]3[O:32][C@H:31]([CH2:33][O:34]CC4C=CC=CC=4)[C@@H:22]([O:23]CC4C=CC=CC=4)[C@@H:13]3[O:14]CC3C=CC=CC=3)[C:6]=2[N:7]=1.B(Cl)(Cl)Cl. Product: [NH2:1][C:2]1[N:3]=[C:4]([Cl:42])[C:5]2[C:10]([CH3:11])=[CH:9][N:8]([C@@H:12]3[O:32][C@H:31]([CH2:33][OH:34])[C@@H:22]([OH:23])[C@@H:13]3[OH:14])[C:6]=2[N:7]=1. The catalyst class is: 4. (6) Reactant: [F:1][C:2]1[C:7](B(O)O)=[CH:6][CH:5]=[CH:4][N:3]=1.C(=O)([O-])[O-].[Na+].[Na+].C(OC([N:24]([C:33]1[S:42][CH2:41][C@H:40]2[C@:35]([C:43]3[S:44][CH:45]=[C:46](Br)[CH:47]=3)([CH2:36][CH2:37][O:38][CH2:39]2)[N:34]=1)C(=O)C1C=CC=CC=1)=O)(C)(C)C.C(OCC)(=O)C. Product: [F:1][C:2]1[C:7]([C:46]2[CH:47]=[C:43]([C@@:35]34[N:34]=[C:33]([NH2:24])[S:42][CH2:41][C@@H:40]3[CH2:39][O:38][CH2:37][CH2:36]4)[S:44][CH:45]=2)=[CH:6][CH:5]=[CH:4][N:3]=1. The catalyst class is: 128. (7) Reactant: [C:1]([C:5]1[CH:9]=[C:8]([C:10]2[CH:15]=[CH:14][CH:13]=[CH:12][CH:11]=2)[NH:7][N:6]=1)([CH3:4])([CH3:3])[CH3:2].Cl[CH2:17][C:18]1[CH:25]=[CH:24][C:21]([CH2:22][OH:23])=[CH:20][CH:19]=1.C(=O)([O-])[O-].[K+].[K+].CN(C)C=O. Product: [C:1]([C:5]1[CH:9]=[C:8]([C:10]2[CH:15]=[CH:14][CH:13]=[CH:12][CH:11]=2)[N:7]([CH2:17][C:18]2[CH:25]=[CH:24][C:21]([CH2:22][OH:23])=[CH:20][CH:19]=2)[N:6]=1)([CH3:4])([CH3:2])[CH3:3]. The catalyst class is: 6. (8) Reactant: [C:1]([O:5][C:6]([NH:8][C@:9]12[CH2:53][CH2:52][C@@H:51]([C:54]([CH3:56])=[CH2:55])[C@@H:10]1[C@@H:11]1[C@@:24]([CH3:27])([CH2:25][CH2:26]2)[C@@:23]2([CH3:28])[C@@H:14]([C@:15]3([CH3:50])[C@@H:20]([CH2:21][CH2:22]2)[C:19]([CH3:30])([CH3:29])[C:18]([C:31]2[CH2:49][C:33]4([CH2:36][C:35]([C:43]([O:45]C(C)C)=[O:44])([C:37]([O:39]C(C)C)=[O:38])[CH2:34]4)[CH:32]=2)=[CH:17][CH2:16]3)[CH2:13][CH2:12]1)=[O:7])([CH3:4])([CH3:3])[CH3:2].[OH-].[Na+]. Product: [C:1]([O:5][C:6]([NH:8][C@:9]12[CH2:53][CH2:52][C@@H:51]([C:54]([CH3:56])=[CH2:55])[C@@H:10]1[C@@H:11]1[C@@:24]([CH3:27])([CH2:25][CH2:26]2)[C@@:23]2([CH3:28])[C@@H:14]([C@:15]3([CH3:50])[C@@H:20]([CH2:21][CH2:22]2)[C:19]([CH3:30])([CH3:29])[C:18]([C:31]2[CH2:49][C:33]4([CH2:36][C:35]([C:43]([OH:45])=[O:44])([C:37]([OH:39])=[O:38])[CH2:34]4)[CH:32]=2)=[CH:17][CH2:16]3)[CH2:13][CH2:12]1)=[O:7])([CH3:2])([CH3:3])[CH3:4]. The catalyst class is: 169. (9) Reactant: Cl.[NH2:2][CH2:3][C:4]1[CH:12]=[CH:11][CH:10]=[C:9]2[C:5]=1[C:6](=[O:22])[N:7]([CH:14]1[CH2:19][CH2:18][C:17](=[O:20])[NH:16][C:15]1=[O:21])[C:8]2=[O:13].N12CCCN=C1CCCCC2.[N:34]1[O:35][C:36]([C:43](O)=[O:44])=[C:37]2[CH:42]=[CH:41][CH:40]=[CH:39][C:38]=12.Cl.CN(C)CCCN=C=NCC. Product: [O:21]=[C:15]1[CH:14]([N:7]2[C:6](=[O:22])[C:5]3[C:9](=[CH:10][CH:11]=[CH:12][C:4]=3[CH2:3][NH:2][C:43]([C:36]3[O:35][N:34]=[C:38]4[CH:39]=[CH:40][CH:41]=[CH:42][C:37]=34)=[O:44])[C:8]2=[O:13])[CH2:19][CH2:18][C:17](=[O:20])[NH:16]1. The catalyst class is: 3.